Dataset: Forward reaction prediction with 1.9M reactions from USPTO patents (1976-2016). Task: Predict the product of the given reaction. (1) Given the reactants [CH3:1][CH:2]([C:8](OCC)=O)[C:3]([O:5]CC)=[O:4].[CH:13]1[C:22]2[C:17](=[CH:18][CH:19]=[CH:20][CH:21]=2)[CH:16]=[CH:15][C:14]=1[C:23]1[CH:30]=[CH:29][CH:28]=[CH:27][C:24]=1CBr.[OH-].[K+], predict the reaction product. The product is: [CH:13]1[C:22]2[C:17](=[CH:18][CH:19]=[CH:20][CH:21]=2)[CH:16]=[CH:15][C:14]=1[C:23]1[CH:30]=[CH:29][CH:28]=[CH:27][C:24]=1[CH2:8][CH:2]([CH3:1])[C:3]([OH:5])=[O:4]. (2) Given the reactants [CH2:1]([N:7]1[CH2:12][CH2:11][C:10]([CH3:21])([C:13]2[CH:18]=[CH:17][CH:16]=[C:15]([C:19]#[N:20])[CH:14]=2)[CH:9]([CH3:22])[CH2:8]1)[CH2:2][CH2:3][CH2:4][CH2:5][CH3:6].[H-].[Al+3].[Li+].[H-].[H-].[H-].C(OCC)C.[OH-].[Na+], predict the reaction product. The product is: [CH2:1]([N:7]1[CH2:12][CH2:11][C:10]([CH3:21])([C:13]2[CH:18]=[CH:17][CH:16]=[C:15]([CH2:19][NH2:20])[CH:14]=2)[CH:9]([CH3:22])[CH2:8]1)[CH2:2][CH2:3][CH2:4][CH2:5][CH3:6]. (3) Given the reactants [Br:1][C:2]1[N:7]=[CH:6][C:5]([CH2:8][NH:9][CH2:10][CH2:11][O:12][CH3:13])=[CH:4][CH:3]=1.[C:14](O[C:14]([O:16][C:17]([CH3:20])([CH3:19])[CH3:18])=[O:15])([O:16][C:17]([CH3:20])([CH3:19])[CH3:18])=[O:15], predict the reaction product. The product is: [Br:1][C:2]1[N:7]=[CH:6][C:5]([CH2:8][N:9]([CH2:10][CH2:11][O:12][CH3:13])[C:14](=[O:15])[O:16][C:17]([CH3:20])([CH3:19])[CH3:18])=[CH:4][CH:3]=1. (4) Given the reactants [F:1][C:2]1[C:7]([F:8])=[C:6]([N+:9]([O-:11])=[O:10])[CH:5]=[CH:4][C:3]=1[O:12]C, predict the reaction product. The product is: [F:1][C:2]1[C:7]([F:8])=[C:6]([N+:9]([O-:11])=[O:10])[CH:5]=[CH:4][C:3]=1[OH:12]. (5) The product is: [CH:25]1([O:30][C:31]2[CH:32]=[C:33]([CH:38]=[C:39]([O:41][C:42]3[CH:47]=[CH:46][C:45]([S:48]([CH3:51])(=[O:50])=[O:49])=[CH:44][CH:43]=3)[CH:40]=2)[C:34]([OH:36])=[O:35])[CH2:29][CH2:28][CH2:27][CH2:26]1. Given the reactants FC1C=CC=CC=1COC1C=C(C=C(O[C@@H](C)COC)C=1)C(O)=O.[CH:25]1([O:30][C:31]2[CH:32]=[C:33]([CH:38]=[C:39]([O:41][C:42]3[CH:47]=[CH:46][C:45]([S:48]([CH3:51])(=[O:50])=[O:49])=[CH:44][CH:43]=3)[CH:40]=2)[C:34]([O:36]C)=[O:35])[CH2:29][CH2:28][CH2:27][CH2:26]1, predict the reaction product. (6) Given the reactants CO.[Cl:3][C:4]1[CH:5]=[CH:6][C:7]([S:10][CH:11]([C:20]2[CH:25]=[C:24]([F:26])[CH:23]=[CH:22][C:21]=2[F:27])[CH2:12][CH2:13][CH2:14][CH2:15][S:16]([CH3:19])(=[O:18])=[O:17])=[N:8][CH:9]=1.[OH2:28].[OH:29]OS([O-])=O.[K+], predict the reaction product. The product is: [Cl:3][C:4]1[CH:5]=[CH:6][C:7]([S:10]([CH:11]([C:20]2[CH:25]=[C:24]([F:26])[CH:23]=[CH:22][C:21]=2[F:27])[CH2:12][CH2:13][CH2:14][CH2:15][S:16]([CH3:19])(=[O:18])=[O:17])(=[O:29])=[O:28])=[N:8][CH:9]=1.